From a dataset of Reaction yield outcomes from USPTO patents with 853,638 reactions. Predict the reaction yield, written as a fraction of the theoretical maximum amount of product (1.0 means a 100% yield; for example, 0.34 means a 34% yield). (1) The reactants are [NH2:1][C:2]1[N:7]=[CH:6][C:5]([O:8][C:9]2[CH:10]=[CH:11][C:12]([F:37])=[C:13]([NH:15][C:16]([NH:18][C:19]3[N:23]([C:24]4[CH:25]=[C:26]5[C:31](=[CH:32][CH:33]=4)[N:30]=[CH:29][CH:28]=[CH:27]5)[N:22]=[C:21]([CH:34]([CH3:36])[CH3:35])[CH:20]=3)=[O:17])[CH:14]=2)=[CH:4][CH:3]=1.N1C=CC=CC=1.[C:44](OC(=O)C)(=[O:46])[CH3:45]. The yield is 0.440. The catalyst is C(Cl)Cl. The product is [C:44]([NH:1][C:2]1[N:7]=[CH:6][C:5]([O:8][C:9]2[CH:10]=[CH:11][C:12]([F:37])=[C:13]([NH:15][C:16]([NH:18][C:19]3[N:23]([C:24]4[CH:25]=[C:26]5[C:31](=[CH:32][CH:33]=4)[N:30]=[CH:29][CH:28]=[CH:27]5)[N:22]=[C:21]([CH:34]([CH3:35])[CH3:36])[CH:20]=3)=[O:17])[CH:14]=2)=[CH:4][CH:3]=1)(=[O:46])[CH3:45]. (2) The reactants are Br[C:2]1[CH:7]=[CH:6][CH:5]=[CH:4][CH:3]=1.[CH3:8][C:9]([CH3:12])([O-:11])[CH3:10].[Na+]. The catalyst is C1C=CC(/C=C/C(/C=C/C2C=CC=CC=2)=O)=CC=1.C1C=CC(/C=C/C(/C=C/C2C=CC=CC=2)=O)=CC=1.[Pd].C1(C)C=CC=CC=1. The product is [C:9]([O:11][C:2]1[CH:7]=[CH:6][CH:5]=[CH:4][CH:3]=1)([CH3:12])([CH3:10])[CH3:8]. The yield is 0.970. (3) The reactants are Br[C:2]1[C:11]2[CH2:10][O:9][C:8](=[O:12])[NH:7][C:6]=2[CH:5]=[CH:4][CH:3]=1.[C:13]([N:20]1[CH2:25][CH2:24][NH:23][CH2:22][CH2:21]1)([O:15][C:16]([CH3:19])([CH3:18])[CH3:17])=[O:14].C1C=CC(P(C2C(C3C(P(C4C=CC=CC=4)C4C=CC=CC=4)=CC=C4C=3C=CC=C4)=C3C(C=CC=C3)=CC=2)C2C=CC=CC=2)=CC=1.CC([O-])(C)C.[Na+]. The catalyst is C1(C)C=CC=CC=1.C1C=CC(/C=C/C(/C=C/C2C=CC=CC=2)=O)=CC=1.C1C=CC(/C=C/C(/C=C/C2C=CC=CC=2)=O)=CC=1.C1C=CC(/C=C/C(/C=C/C2C=CC=CC=2)=O)=CC=1.[Pd].[Pd]. The product is [C:16]([O:15][C:13]([N:20]1[CH2:25][CH2:24][N:23]([C:2]2[C:11]3[CH2:10][O:9][C:8](=[O:12])[NH:7][C:6]=3[CH:5]=[CH:4][CH:3]=2)[CH2:22][CH2:21]1)=[O:14])([CH3:19])([CH3:17])[CH3:18]. The yield is 0.310. (4) The reactants are [OH:1][CH2:2][C:3]([F:9])([F:8])[S:4]([O-:7])(=[O:6])=[O:5].[Na+].O.[Cl-].[C:13]1([S+:19]([C:26]2[CH:31]=[CH:30][CH:29]=[CH:28][CH:27]=2)[C:20]2[CH:25]=[CH:24][CH:23]=[CH:22][CH:21]=2)[CH:18]=[CH:17][CH:16]=[CH:15][CH:14]=1. The catalyst is C(Cl)(Cl)Cl. The product is [OH:1][CH2:2][C:3]([F:9])([F:8])[S:4]([O-:7])(=[O:6])=[O:5].[C:26]1([S+:19]([C:13]2[CH:14]=[CH:15][CH:16]=[CH:17][CH:18]=2)[C:20]2[CH:25]=[CH:24][CH:23]=[CH:22][CH:21]=2)[CH:27]=[CH:28][CH:29]=[CH:30][CH:31]=1. The yield is 0.970. (5) The reactants are [C:1]([C:3]1[C:4]([CH3:15])=[N:5][S:6][C:7]=1[NH:8][C:9](=[O:14])[CH2:10][CH:11]([CH3:13])[CH3:12])#[N:2].[OH:16]O. The catalyst is [NH4+].[OH-]. The product is [CH3:15][C:4]1[C:3]([C:1]([NH2:2])=[O:16])=[C:7]([NH:8][C:9](=[O:14])[CH2:10][CH:11]([CH3:13])[CH3:12])[S:6][N:5]=1. The yield is 0.710. (6) The reactants are C(Cl)(=O)C(Cl)=O.[CH3:7][C:8]1[C:17]([C:18]([OH:20])=O)=[CH:16][C:15]2[C:10](=[N:11][CH:12]=[CH:13][CH:14]=2)[N:9]=1.C(N(CC)CC)C.[NH2:28][CH2:29][C:30]1[CH:35]=[CH:34][C:33]([CH2:36][O:37][CH2:38][CH2:39][OH:40])=[C:32]([F:41])[CH:31]=1. The catalyst is C(Cl)Cl.CN(C=O)C.CN(C1C=CN=CC=1)C.O. The product is [F:41][C:32]1[CH:31]=[C:30]([CH2:29][NH:28][C:18]([C:17]2[C:8]([CH3:7])=[N:9][C:10]3[C:15]([CH:16]=2)=[CH:14][CH:13]=[CH:12][N:11]=3)=[O:20])[CH:35]=[CH:34][C:33]=1[CH2:36][O:37][CH2:38][CH2:39][OH:40]. The yield is 0.360. (7) The reactants are [F:1][C:2]1[CH:31]=[CH:30][CH:29]=[CH:28][C:3]=1[CH2:4][C:5]1[C:6]2[CH2:27][NH:26][CH2:25][CH2:24][C:7]=2[N:8]=[C:9]([NH:11][C:12]2[CH:17]=[CH:16][C:15]([N:18]3[CH:22]=[CH:21][N:20]=[C:19]3[CH3:23])=[CH:14][CH:13]=2)[N:10]=1.[CH:32](=O)[CH2:33][OH:34]. No catalyst specified. The product is [F:1][C:2]1[CH:31]=[CH:30][CH:29]=[CH:28][C:3]=1[CH2:4][C:5]1[C:6]2[CH2:27][N:26]([CH2:32][CH2:33][OH:34])[CH2:25][CH2:24][C:7]=2[N:8]=[C:9]([NH:11][C:12]2[CH:13]=[CH:14][C:15]([N:18]3[CH:22]=[CH:21][N:20]=[C:19]3[CH3:23])=[CH:16][CH:17]=2)[N:10]=1. The yield is 0.0450.